This data is from Catalyst prediction with 721,799 reactions and 888 catalyst types from USPTO. The task is: Predict which catalyst facilitates the given reaction. (1) Reactant: [CH2:1]([Mg]Br)[CH3:2].[Br:5][C:6]1[CH:7]=[C:8]2[C:13](=[CH:14][C:15]=1[O:16][CH3:17])[O:12][C:11]([CH3:19])([CH3:18])[CH2:10][C:9]2=O.C1(C)C=CC(S(O)(=O)=O)=CC=1. Product: [Br:5][C:6]1[CH:7]=[C:8]2[C:13](=[CH:14][C:15]=1[O:16][CH3:17])[O:12][C:11]([CH3:19])([CH3:18])[CH:10]=[C:9]2[CH2:1][CH3:2]. The catalyst class is: 1. (2) Reactant: [C:1](O)(=[O:5])[C:2]([CH3:4])=[CH2:3].C(OC(Cl)=O)C.C(N(CC)CC)C.[NH2:20][C:21]1[CH:29]=[CH:28][C:24]([C:25]([OH:27])=[O:26])=[CH:23][CH:22]=1.Cl. Product: [C:25]([C:24]1[CH:28]=[CH:29][C:21]([NH:20][C:1](=[O:5])[C:2]([CH3:4])=[CH2:3])=[CH:22][CH:23]=1)([OH:27])=[O:26]. The catalyst class is: 10. (3) Reactant: [CH2:1]([C:3]1[N:20]([C@@H:21]2[C:29]3[C:24](=[CH:25][C:26]([C:30]4[CH:35]=[CH:34][CH:33]=[CH:32][C:31]=4[C:36]4[N:40](C(C5C=CC=CC=5)(C5C=CC=CC=5)C5C=CC=CC=5)[N:39]=[N:38][N:37]=4)=[CH:27][CH:28]=3)[CH2:23][CH2:22]2)[C:6]2=[N:7][C:8]([CH2:12][CH:13]3[CH2:18][CH2:17][CH2:16][CH2:15][C:14]3=[O:19])=[CH:9][C:10]([CH3:11])=[C:5]2[N:4]=1)[CH3:2].N1C(C2C=CC=CC=2C2C=C3C(=CC=2)[C@@H](N2C4=NC(C[C@@H]5CCCCC5=O)=CC(C)=C4N=C2CC)CC3)=NN=N1.N1C(C2C=CC=CC=2C2C=C3C(=CC=2)[C@@H](N2C4=NC(C[C@H]5CCCCC5=O)=CC(C)=C4N=C2CC)CC3)=NN=N1. Product: [NH:40]1[C:36]([C:31]2[CH:32]=[CH:33][CH:34]=[CH:35][C:30]=2[C:26]2[CH:25]=[C:24]3[C:29](=[CH:28][CH:27]=2)[C@@H:21]([N:20]2[C:6]4=[N:7][C:8]([CH2:12][CH:13]5[CH2:18][CH2:17][CH2:16][CH2:15][C:14]5=[O:19])=[CH:9][C:10]([CH3:11])=[C:5]4[N:4]=[C:3]2[CH2:1][CH3:2])[CH2:22][CH2:23]3)=[N:37][N:38]=[N:39]1. The catalyst class is: 5. (4) Reactant: [Cl:1][C:2]1[N:3]=[C:4]2[C:9](=[CH:10][CH:11]=1)[N:8]=[CH:7][C:6]([CH:12]=O)=[C:5]2[NH:14][C:15]1[CH:20]=[CH:19][CH:18]=[C:17]([C:21]([F:24])([F:23])[F:22])[CH:16]=1.C(OP(CC([O:36][CH2:37][CH3:38])=O)(OCC)=O)C.C(=O)([O-])[O-].[K+].[K+]. Product: [Cl:1][C:2]1[N:3]=[C:4]2[C:9](=[CH:10][CH:11]=1)[N:8]=[CH:7][C:6]1[CH:12]=[CH:38][C:37](=[O:36])[N:14]([C:15]3[CH:20]=[CH:19][CH:18]=[C:17]([C:21]([F:22])([F:23])[F:24])[CH:16]=3)[C:5]2=1. The catalyst class is: 107. (5) Reactant: [F:1][C:2]([F:15])([F:14])[C:3]1[CH:8]=[CH:7][C:6]([CH2:9][CH2:10][C:11]([OH:13])=O)=[CH:5][CH:4]=1.C(N1C=CN=C1)(N1C=CN=C1)=O.[N+:28]([CH3:31])([O-:30])=[O:29].[H-].[Na+].[N-]1C=CN=C1.Cl. Product: [N+:28]([CH2:31][C:11](=[O:13])[CH2:10][CH2:9][C:6]1[CH:5]=[CH:4][C:3]([C:2]([F:1])([F:15])[F:14])=[CH:8][CH:7]=1)([O-:30])=[O:29]. The catalyst class is: 20.